From a dataset of Full USPTO retrosynthesis dataset with 1.9M reactions from patents (1976-2016). Predict the reactants needed to synthesize the given product. (1) Given the product [Cl:25][C:26]1[CH:27]=[CH:28][C:29]([O:33][CH3:34])=[C:30]([NH:32][C:18](=[O:20])[CH2:17][N:16]2[C:10]3[CH2:9][N:8]([C:6]([O:5][C:1]([CH3:3])([CH3:4])[CH3:2])=[O:7])[CH2:13][CH2:12][C:11]=3[C:14]([C:21]([F:23])([F:22])[F:24])=[N:15]2)[CH:31]=1, predict the reactants needed to synthesize it. The reactants are: [C:1]([O:5][C:6]([N:8]1[CH2:13][CH2:12][C:11]2[C:14]([C:21]([F:24])([F:23])[F:22])=[N:15][N:16]([CH2:17][C:18]([OH:20])=O)[C:10]=2[CH2:9]1)=[O:7])([CH3:4])([CH3:3])[CH3:2].[Cl:25][C:26]1[CH:27]=[CH:28][C:29]([O:33][CH3:34])=[C:30]([NH2:32])[CH:31]=1.C1C=CC2N(O)N=NC=2C=1.C(N(CC)CC)C.CCN=C=NCCCN(C)C. (2) Given the product [I:1][C:2]1[CH:7]=[CH:6][C:5]([CH2:8][CH2:9][Cl:13])=[CH:4][CH:3]=1, predict the reactants needed to synthesize it. The reactants are: [I:1][C:2]1[CH:7]=[CH:6][C:5]([CH2:8][CH2:9]O)=[CH:4][CH:3]=1.S(Cl)([Cl:13])=O. (3) Given the product [CH2:1]([N:8]1[C:9](=[O:30])[C:10]2[C:15](=[CH:14][CH:13]=[CH:12][CH:11]=2)[C:16]([CH2:18][C:19]2[C:27]3[C:22](=[CH:23][CH:24]=[C:25]([Cl:28])[CH:26]=3)[N:21]([CH2:32][C:33]([O:35][CH3:36])=[O:34])[C:20]=2[CH3:29])=[N:17]1)[C:2]1[CH:7]=[CH:6][CH:5]=[CH:4][CH:3]=1, predict the reactants needed to synthesize it. The reactants are: [CH2:1]([N:8]1[N:17]=[C:16]([CH2:18][C:19]2[C:27]3[C:22](=[CH:23][CH:24]=[C:25]([Cl:28])[CH:26]=3)[NH:21][C:20]=2[CH3:29])[C:15]2[C:10](=[CH:11][CH:12]=[CH:13][CH:14]=2)[C:9]1=[O:30])[C:2]1[CH:7]=[CH:6][CH:5]=[CH:4][CH:3]=1.Br[CH2:32][C:33]([O:35][CH3:36])=[O:34].C(=O)([O-])[O-].[K+].[K+].CN(C=O)C.